Regression/Classification. Given a drug SMILES string, predict its absorption, distribution, metabolism, or excretion properties. Task type varies by dataset: regression for continuous measurements (e.g., permeability, clearance, half-life) or binary classification for categorical outcomes (e.g., BBB penetration, CYP inhibition). Dataset: b3db_classification. From a dataset of Blood-brain barrier permeability classification from the B3DB database. (1) The molecule is Cc1nnc(SCC2=C(C(=O)O)N3C(=O)[C@H](NC(=O)Cn4cnnn4)[C@@H]3SC2)s1. The result is 0 (does not penetrate BBB). (2) The compound is CC(=O)OCC(=O)[C@@]1(O)CC[C@H]2[C@@H]3CCC4=CC(=O)C=C[C@]4(C)[C@@]3(F)[C@H](O)C[C@@]21C. The result is 1 (penetrates BBB). (3) The compound is CC1CC2(C)C(CCC3C4CCC(O)C4(C)CCC32)CC1=O. The result is 0 (does not penetrate BBB). (4) The drug is C[N+]1([O-])[C@H]2CC[C@@H]1CC(OC(=O)[C@@H](CO)c1ccccc1)C2. The result is 1 (penetrates BBB).